This data is from Full USPTO retrosynthesis dataset with 1.9M reactions from patents (1976-2016). The task is: Predict the reactants needed to synthesize the given product. (1) Given the product [F:35][C:2]([F:1])([F:34])[C:3]1[CH:4]=[C:5]([CH:27]=[C:28]([C:30]([F:32])([F:31])[F:33])[CH:29]=1)[C:6]([N:8]1[CH2:9][CH2:10][C:11]2([N:15]([C:16]3[CH:21]=[CH:20][CH:19]=[CH:18][C:17]=3[Cl:22])[C:14](=[O:23])[N:13]([CH2:42][C:38]3[N:37]([CH3:36])[CH:41]=[CH:40][N:39]=3)[C:12]2=[O:24])[CH2:25][CH2:26]1)=[O:7], predict the reactants needed to synthesize it. The reactants are: [F:1][C:2]([F:35])([F:34])[C:3]1[CH:4]=[C:5]([CH:27]=[C:28]([C:30]([F:33])([F:32])[F:31])[CH:29]=1)[C:6]([N:8]1[CH2:26][CH2:25][C:11]2([N:15]([C:16]3[CH:21]=[CH:20][CH:19]=[CH:18][C:17]=3[Cl:22])[C:14](=[O:23])[NH:13][C:12]2=[O:24])[CH2:10][CH2:9]1)=[O:7].[CH3:36][N:37]1[CH:41]=[CH:40][N:39]=[C:38]1[CH2:42]O. (2) Given the product [CH2:40]([N:44]([CH3:45])[CH2:1][CH2:4][C:5]1[CH:39]=[CH:38][C:8]([CH2:9][CH2:10][CH2:11][NH:12][C:13]2[CH:18]=[C:17]([O:19][CH3:20])[CH:16]=[CH:15][C:14]=2[C@@H:21]2[CH2:30][CH2:29][C:28]3[CH:27]=[C:26]([OH:31])[CH:25]=[CH:24][C:23]=3[CH2:22]2)=[CH:7][CH:6]=1)[CH2:41][CH2:42][CH3:43], predict the reactants needed to synthesize it. The reactants are: [C:1]([CH2:4][C:5]1[CH:39]=[CH:38][C:8]([CH2:9][CH2:10][CH2:11][NH:12][C:13]2[CH:18]=[C:17]([O:19][CH3:20])[CH:16]=[CH:15][C:14]=2[C@@H:21]2[CH2:30][CH2:29][C:28]3[CH:27]=[C:26]([O:31]C(=O)C(C)(C)C)[CH:25]=[CH:24][C:23]=3[CH2:22]2)=[CH:7][CH:6]=1)(O)=O.[CH2:40]([NH:44][CH3:45])[CH2:41][CH2:42][CH3:43]. (3) Given the product [F:42][C:36]1[CH:37]=[C:38]([F:41])[CH:39]=[CH:40][C:35]=1[O:34][C:24]1[C:23]([C:11]2[C:7]3[C:8](=[C:3]([O:2][CH3:1])[N:4]=[CH:5][CH:6]=3)[N:9]([CH3:21])[CH:10]=2)=[CH:28][C:27]([CH2:29][S:30]([CH3:33])(=[O:32])=[O:31])=[CH:26][N:25]=1, predict the reactants needed to synthesize it. The reactants are: [CH3:1][O:2][C:3]1[N:4]=[CH:5][CH:6]=[C:7]2[C:11](B3OC(C)(C)C(C)(C)O3)=[CH:10][N:9]([CH3:21])[C:8]=12.Br[C:23]1[C:24]([O:34][C:35]2[CH:40]=[CH:39][C:38]([F:41])=[CH:37][C:36]=2[F:42])=[N:25][CH:26]=[C:27]([CH2:29][S:30]([CH3:33])(=[O:32])=[O:31])[CH:28]=1.P([O-])([O-])([O-])=O.[K+].[K+].[K+]. (4) Given the product [C:23]([O:22][C:20]([N:18]1[CH2:19][C@H:14]2[CH2:13][N:12]([C:8]3[CH:9]=[N:10][CH:11]=[C:6]([CH:7]=3)[C:4]([OH:5])=[O:3])[CH2:16][C@H:15]2[CH2:17]1)=[O:21])([CH3:26])([CH3:24])[CH3:25], predict the reactants needed to synthesize it. The reactants are: C([O:3][C:4]([C:6]1[CH:7]=[C:8]([N:12]2[CH2:16][C@@H:15]3[CH2:17][N:18]([C:20]([O:22][C:23]([CH3:26])([CH3:25])[CH3:24])=[O:21])[CH2:19][C@@H:14]3[CH2:13]2)[CH:9]=[N:10][CH:11]=1)=[O:5])C.[OH-].[Na+]. (5) Given the product [Cl:15][C:16]1[N:21]=[C:20]([N:22]([CH3:23])[C:24]2[CH:29]=[CH:28][N:27]=[C:26]([NH:1][CH:2]3[CH2:3][CH2:4][N:5]([C:8]([O:10][C:11]([CH3:14])([CH3:13])[CH3:12])=[O:9])[CH2:6][CH2:7]3)[N:25]=2)[CH:19]=[CH:18][N:17]=1, predict the reactants needed to synthesize it. The reactants are: [NH2:1][CH:2]1[CH2:7][CH2:6][N:5]([C:8]([O:10][C:11]([CH3:14])([CH3:13])[CH3:12])=[O:9])[CH2:4][CH2:3]1.[Cl:15][C:16]1[N:21]=[C:20]([N:22]([C:24]2[CH:29]=[CH:28][N:27]=[C:26](F)[N:25]=2)[CH3:23])[CH:19]=[CH:18][N:17]=1.C(=O)([O-])[O-].[Cs+].[Cs+].O. (6) Given the product [NH2:7][C:8]([CH2:16][N:17]1[C:25]2[C:20](=[CH:21][C:22]([C:26]3[N:30]=[C:29]([C:31]4[CH:36]=[CH:35][C:34]([O:37][CH2:38][CH2:39][CH3:40])=[C:33]([Br:41])[CH:32]=4)[O:28][N:27]=3)=[CH:23][CH:24]=2)[CH2:19][CH2:18]1)([CH2:9][OH:10])[CH2:13][OH:12], predict the reactants needed to synthesize it. The reactants are: C(OC(=O)[NH:7][C:8]1([CH2:16][N:17]2[C:25]3[C:20](=[CH:21][C:22]([C:26]4[N:30]=[C:29]([C:31]5[CH:36]=[CH:35][C:34]([O:37][CH2:38][CH2:39][CH3:40])=[C:33]([Br:41])[CH:32]=5)[O:28][N:27]=4)=[CH:23][CH:24]=3)[CH2:19][CH2:18]2)[CH2:13][O:12]C(C)(C)[O:10][CH2:9]1)(C)(C)C.C(OC1C=C(C2ON=C(C3C=CC=C4C=3CCN4CC3(NC(=O)OC(C)(C)C)COC(C)(C)OC3)N=2)C=CC=1OCC)C. (7) The reactants are: [CH:1](O)=[O:2].C(OC(=O)C)(=O)C.[F:11][C:12]1[CH:17]=[C:16]([NH:18][CH:19]([CH3:21])[CH3:20])[CH:15]=[CH:14][C:13]=1[N:22]1[CH2:26][CH2:25][C@H:24]([NH:27][C:28](=[O:34])[O:29][C:30]([CH3:33])([CH3:32])[CH3:31])[C:23]1=[O:35]. Given the product [F:11][C:12]1[CH:17]=[C:16]([N:18]([CH:1]=[O:2])[CH:19]([CH3:20])[CH3:21])[CH:15]=[CH:14][C:13]=1[N:22]1[CH2:26][CH2:25][C@H:24]([NH:27][C:28](=[O:34])[O:29][C:30]([CH3:33])([CH3:32])[CH3:31])[C:23]1=[O:35], predict the reactants needed to synthesize it. (8) Given the product [CH2:1]([O:4][CH2:5][CH2:6][C@@H:7]([CH3:14])[CH2:8][C@H:9]([NH:13][C:26]([O:25][C:22]([CH3:24])([CH3:23])[CH3:21])=[O:27])[C:10]([OH:12])=[O:11])[CH:2]=[CH2:3], predict the reactants needed to synthesize it. The reactants are: [CH2:1]([O:4][CH2:5][CH2:6][C@@H:7]([CH3:14])[CH2:8][C@H:9]([NH2:13])[C:10]([OH:12])=[O:11])[CH:2]=[CH2:3].C(=O)([O-])[O-].[Na+].[Na+].[CH3:21][C:22]([O:25][C:26](O[C:26]([O:25][C:22]([CH3:24])([CH3:23])[CH3:21])=[O:27])=[O:27])([CH3:24])[CH3:23].